From a dataset of Retrosynthesis with 50K atom-mapped reactions and 10 reaction types from USPTO. Predict the reactants needed to synthesize the given product. (1) Given the product CC(=O)NC[C@H]1CN(c2ccc3c(c2)CCCC(=Cc2ccc(OCCCN(C)C)cc2)C3=O)C(=O)O1, predict the reactants needed to synthesize it. The reactants are: CC(=O)NC[C@H]1CN(c2ccc3c(c2)CCCCC3=O)C(=O)O1.CN(C)CCCOc1ccc(C=O)cc1. (2) Given the product CCOC(=O)c1csc(-c2ccsc2)c1, predict the reactants needed to synthesize it. The reactants are: CCCC[Sn](CCCC)(CCCC)c1ccsc1.CCOC(=O)c1csc(Br)c1. (3) Given the product C[C@H]1COCCN1c1cc(C2(S(=O)(=O)c3ccc(F)cn3)CC2)nc(-c2ccc(NC(=O)Oc3ccccc3)cc2)n1, predict the reactants needed to synthesize it. The reactants are: C[C@H]1COCCN1c1cc(C2(S(=O)(=O)c3ccc(F)cn3)CC2)nc(-c2ccc(N)cc2)n1.O=C(Cl)Oc1ccccc1. (4) Given the product COc1cc(N(C)CCN(C)C)c([N+](=O)[O-])cc1Nc1nccc(-c2cnn3ccccc23)n1, predict the reactants needed to synthesize it. The reactants are: CNCCN(C)C.COc1cc(F)c([N+](=O)[O-])cc1Nc1nccc(-c2cnn3ccccc23)n1. (5) Given the product Clc1ccc(-c2ccccc2)cc1, predict the reactants needed to synthesize it. The reactants are: Ic1ccccc1.OB(O)c1ccc(Cl)cc1. (6) Given the product CCCC1CC(=O)C2=C(C1)NC(C)=C(C#N)C2c1cc(Br)c(OCC=CC(=O)NCCOC)c(OCC)c1, predict the reactants needed to synthesize it. The reactants are: CCCC1CC(=O)C2=C(C1)NC(C)=C(C#N)C2c1cc(Br)c(OCC=CC(=O)O)c(OCC)c1.COCCN. (7) Given the product CCCCCCS(=O)(=O)NCc1[nH]c2ccccc2c(=O)c1C, predict the reactants needed to synthesize it. The reactants are: CCCCCCS(=O)(=O)Cl.Cc1c(CN)[nH]c2ccccc2c1=O. (8) The reactants are: Cc1cc(=O)[nH]c2nc(OCCCC=O)ccc12.Clc1cccc(N2CCNCC2)c1Cl. Given the product Cc1cc(=O)[nH]c2nc(OCCCCN3CCN(c4cccc(Cl)c4Cl)CC3)ccc12, predict the reactants needed to synthesize it. (9) Given the product CCCNC(=O)[C@H](O)[C@H](Cc1ccccc1)NC(=O)c1cc2cc(Cl)ncc2[nH]1, predict the reactants needed to synthesize it. The reactants are: CCCN.O=C(N[C@@H](Cc1ccccc1)[C@@H](O)C(=O)O)c1cc2cc(Cl)ncc2[nH]1. (10) The reactants are: Cc1cccc(Cl)c1C(=O)Cl.Nc1ccccc1. Given the product Cc1cccc(Cl)c1C(=O)Nc1ccccc1, predict the reactants needed to synthesize it.